From a dataset of Forward reaction prediction with 1.9M reactions from USPTO patents (1976-2016). Predict the product of the given reaction. Given the reactants [Cl:1][C:2]1[CH:3]=[C:4]([C@@H:8]([OH:38])[CH2:9][N:10]([C@H:18]([CH3:37])[CH2:19][C:20]2[CH:25]=[CH:24][C:23]([S:26][Si](C(C)C)(C(C)C)C(C)C)=[CH:22][CH:21]=2)[C:11](=[O:17])[O:12][C:13]([CH3:16])([CH3:15])[CH3:14])[CH:5]=[CH:6][CH:7]=1.[Cl:39][C:40]1[CH:47]=[CH:46][CH:45]=[C:44](F)[C:41]=1[CH:42]=[O:43].[F-].[Cs+].O, predict the reaction product. The product is: [Cl:39][C:40]1[C:41]([CH:42]=[O:43])=[C:44]([S:26][C:23]2[CH:22]=[CH:21][C:20]([CH2:19][C@H:18]([N:10]([CH2:9][C@@H:8]([C:4]3[CH:5]=[CH:6][CH:7]=[C:2]([Cl:1])[CH:3]=3)[OH:38])[C:11](=[O:17])[O:12][C:13]([CH3:16])([CH3:14])[CH3:15])[CH3:37])=[CH:25][CH:24]=2)[CH:45]=[CH:46][CH:47]=1.